Dataset: NCI-60 drug combinations with 297,098 pairs across 59 cell lines. Task: Regression. Given two drug SMILES strings and cell line genomic features, predict the synergy score measuring deviation from expected non-interaction effect. Drug 1: CC(CN1CC(=O)NC(=O)C1)N2CC(=O)NC(=O)C2. Drug 2: C1=NC2=C(N=C(N=C2N1C3C(C(C(O3)CO)O)F)Cl)N. Cell line: COLO 205. Synergy scores: CSS=56.4, Synergy_ZIP=-11.3, Synergy_Bliss=-12.8, Synergy_Loewe=-11.5, Synergy_HSA=-8.98.